Dataset: Full USPTO retrosynthesis dataset with 1.9M reactions from patents (1976-2016). Task: Predict the reactants needed to synthesize the given product. (1) Given the product [CH:1]([SiH:4]([CH:14]([CH3:16])[CH3:15])[C:5]1[CH:13]=[CH:12][C:8]([C:9]([NH:19][CH2:20][CH2:21][CH2:22][C:23]([OH:25])=[O:24])=[O:10])=[CH:7][CH:6]=1)([CH3:3])[CH3:2], predict the reactants needed to synthesize it. The reactants are: [CH:1]([SiH:4]([CH:14]([CH3:16])[CH3:15])[C:5]1[CH:13]=[CH:12][C:8]([C:9](Cl)=[O:10])=[CH:7][CH:6]=1)([CH3:3])[CH3:2].[OH-].[Na+].[NH2:19][CH2:20][CH2:21][CH2:22][C:23]([OH:25])=[O:24].Cl. (2) Given the product [CH3:1][C:2]1[C:6]([S:7]([N:10]2[CH2:11][CH2:12][C:13]3([C:17](=[O:18])[N:16]([C:23]4[CH:28]=[CH:27][C:26]([C:29]([F:32])([F:31])[F:30])=[CH:25][CH:24]=4)[CH2:15][CH2:14]3)[CH2:19][CH2:20]2)(=[O:9])=[O:8])=[C:5]([CH3:21])[O:4][N:3]=1, predict the reactants needed to synthesize it. The reactants are: [CH3:1][C:2]1[C:6]([S:7]([N:10]2[CH2:20][CH2:19][C:13]3([C:17](=[O:18])[NH:16][CH2:15][CH2:14]3)[CH2:12][CH2:11]2)(=[O:9])=[O:8])=[C:5]([CH3:21])[O:4][N:3]=1.I[C:23]1[CH:28]=[CH:27][C:26]([C:29]([F:32])([F:31])[F:30])=[CH:25][CH:24]=1. (3) Given the product [CH3:1][O:2][C:3]1[CH:4]=[C:5]2[C:10](=[CH:11][CH:12]=1)[C:9]([CH:19]([C:18]1[CH:26]=[CH:27][CH:28]=[CH:29][C:17]=1[O:16][CH3:15])[N:20]1[CH2:25][CH2:24][O:23][CH2:22][CH2:21]1)=[C:8]([OH:13])[CH:7]=[CH:6]2, predict the reactants needed to synthesize it. The reactants are: [CH3:1][O:2][C:3]1[CH:4]=[C:5]2[C:10](=[CH:11][CH:12]=1)[CH:9]=[C:8]([OH:13])[CH:7]=[CH:6]2.[Cl-].[CH3:15][O:16][C:17]1[CH:29]=[CH:28][CH:27]=[CH:26][C:18]=1[CH:19]=[N+:20]1[CH2:25][CH2:24][O:23][CH2:22][CH2:21]1.